This data is from Full USPTO retrosynthesis dataset with 1.9M reactions from patents (1976-2016). The task is: Predict the reactants needed to synthesize the given product. (1) Given the product [F:1][C:2]1[CH:3]=[C:4]([OH:14])[C:5]([N+:11]([O-:13])=[O:12])=[C:6]([CH:10]=1)[C:7]([O:9][CH3:19])=[O:8], predict the reactants needed to synthesize it. The reactants are: [F:1][C:2]1[CH:3]=[C:4]([OH:14])[C:5]([N+:11]([O-:13])=[O:12])=[C:6]([CH:10]=1)[C:7]([OH:9])=[O:8].S(Cl)(Cl)=O.[CH3:19]O. (2) The reactants are: [CH3:1][S:2]([C:5]1[CH:6]=[C:7]([C:11]2[S:15][C:14]([CH2:16][NH:17][S:18]([C:21]3[CH:26]=[CH:25][CH:24]=[CH:23][C:22]=3[C:27]([F:30])([F:29])[F:28])(=[O:20])=[O:19])=[CH:13][CH:12]=2)[CH:8]=[CH:9][CH:10]=1)(=[O:4])=[O:3].[CH2:31]([N:33]([CH2:38][CH3:39])[C:34](=[O:37])[CH2:35]Cl)[CH3:32].C(=O)([O-])[O-].[Cs+].[Cs+]. Given the product [CH2:31]([N:33]([CH2:38][CH3:39])[C:34](=[O:37])[CH2:35][N:17]([CH2:16][C:14]1[S:15][C:11]([C:7]2[CH:8]=[CH:9][CH:10]=[C:5]([S:2]([CH3:1])(=[O:3])=[O:4])[CH:6]=2)=[CH:12][CH:13]=1)[S:18]([C:21]1[CH:26]=[CH:25][CH:24]=[CH:23][C:22]=1[C:27]([F:30])([F:28])[F:29])(=[O:20])=[O:19])[CH3:32], predict the reactants needed to synthesize it. (3) Given the product [N+:8]([C:7]1[C:2]2[NH:1][C:14](=[O:15])[CH2:13][O:11][C:3]=2[CH:4]=[CH:5][CH:6]=1)([O-:10])=[O:9], predict the reactants needed to synthesize it. The reactants are: [NH2:1][C:2]1[C:7]([N+:8]([O-:10])=[O:9])=[CH:6][CH:5]=[CH:4][C:3]=1[OH:11].Br[CH2:13][C:14](OCC)=[O:15].C(=O)([O-])[O-].[K+].[K+].CN(C=O)C. (4) Given the product [Cl:1][C:2]1[N:3]=[C:4]([C:9]2[S:10][CH:11]=[CH:12][C:13]=2[Cl:14])[CH:5]=[C:6]([N:19]2[CH2:20][CH2:21][N:16]([CH3:15])[CH2:17][CH2:18]2)[N:7]=1, predict the reactants needed to synthesize it. The reactants are: [Cl:1][C:2]1[N:7]=[C:6](Cl)[CH:5]=[C:4]([C:9]2[S:10][CH:11]=[CH:12][C:13]=2[Cl:14])[N:3]=1.[CH3:15][N:16]1[CH2:21][CH2:20][NH:19][CH2:18][CH2:17]1. (5) The reactants are: [CH3:1][O:2][C:3](=[O:11])[C:4]1[CH:9]=[CH:8][CH:7]=[N:6][C:5]=1F.[Cl:12][C:13]1[CH:19]=[CH:18][C:16]([NH2:17])=[CH:15][C:14]=1[O:20][CH3:21]. Given the product [Cl:12][C:13]1[CH:19]=[CH:18][C:16]([NH:17][C:5]2[N:6]=[CH:7][CH:8]=[CH:9][C:4]=2[C:3]([O:2][CH3:1])=[O:11])=[CH:15][C:14]=1[O:20][CH3:21], predict the reactants needed to synthesize it. (6) The reactants are: C(NC(C)C)(C)C.C([Li])CCC.[C:13]([C:16]1[CH:21]=[CH:20][N:19]=[C:18]([C:22]#[N:23])[CH:17]=1)(=[O:15])[CH3:14].[C:24]([O:28][C:29]([N:31]1[CH2:36][CH2:35][CH:34]([CH2:37][C:38](O)=[O:39])[CH2:33][CH2:32]1)=[O:30])([CH3:27])([CH3:26])[CH3:25].CCN(CC)CC.C(OC(Cl)=O)C(C)C. Given the product [C:24]([O:28][C:29]([N:31]1[CH2:36][CH2:35][CH:34]([CH2:37][C:38]([O:15][C:13]([C:16]2[CH:21]=[CH:20][N:19]=[C:18]([C:22]#[N:23])[CH:17]=2)=[CH2:14])=[O:39])[CH2:33][CH2:32]1)=[O:30])([CH3:27])([CH3:26])[CH3:25], predict the reactants needed to synthesize it. (7) Given the product [NH:15]1[C:12]2=[N:13][CH:14]=[C:9]([C:20]3[N:25]=[C:24]([C:26]([N:28]4[CH2:29][CH2:30][CH2:31][CH2:32][CH2:33]4)=[O:27])[CH:23]=[N:22][CH:21]=3)[CH:10]=[C:11]2[CH:17]=[CH:16]1, predict the reactants needed to synthesize it. The reactants are: CC1(C)C(C)(C)OB([C:9]2[CH:10]=[C:11]3[CH:17]=[CH:16][NH:15][C:12]3=[N:13][CH:14]=2)O1.Cl[C:20]1[N:25]=[C:24]([C:26]([N:28]2[CH2:33][CH2:32][CH2:31][CH2:30][CH2:29]2)=[O:27])[CH:23]=[N:22][CH:21]=1.C([O-])([O-])=O.[Cs+].[Cs+].